The task is: Predict the reaction yield, written as a fraction of the theoretical maximum amount of product (1.0 means a 100% yield; for example, 0.34 means a 34% yield).. This data is from Reaction yield outcomes from USPTO patents with 853,638 reactions. (1) The reactants are [Cl:1][C:2]1[CH:3]=[C:4]2[C:8](=[CH:9][CH:10]=1)[NH:7][CH:6]=[C:5]2[CH2:11][CH2:12][NH:13][C:14](=[O:22])[C:15]1[CH:20]=[CH:19][CH:18]=[C:17](I)[CH:16]=1.[F:23][C:24]1[CH:25]=[C:26](B(O)O)[CH:27]=[CH:28][CH:29]=1.C(=O)([O-])[O-].[Na+].[Na+]. The catalyst is C(COC)OC.O.C1C=CC([P]([Pd]([P](C2C=CC=CC=2)(C2C=CC=CC=2)C2C=CC=CC=2)([P](C2C=CC=CC=2)(C2C=CC=CC=2)C2C=CC=CC=2)[P](C2C=CC=CC=2)(C2C=CC=CC=2)C2C=CC=CC=2)(C2C=CC=CC=2)C2C=CC=CC=2)=CC=1. The product is [Cl:1][C:2]1[CH:3]=[C:4]2[C:8](=[CH:9][CH:10]=1)[NH:7][CH:6]=[C:5]2[CH2:11][CH2:12][NH:13][C:14]([C:15]1[CH:16]=[C:17]([C:28]2[CH:27]=[CH:26][CH:25]=[C:24]([F:23])[CH:29]=2)[CH:18]=[CH:19][CH:20]=1)=[O:22]. The yield is 0.630. (2) The reactants are [Br:1][C:2]1[C:3]([F:16])=[CH:4][C:5]2[CH:11]3[CH2:12][CH:9]([CH2:10]3)[C:8](=[O:13])[CH:7](Br)[C:6]=2[CH:15]=1.CS(C)=[O:19]. No catalyst specified. The product is [Br:1][C:2]1[C:3]([F:16])=[CH:4][C:5]2[CH:11]3[CH2:12][CH:9]([CH2:10]3)[C:8](=[O:13])[C:7](=[O:19])[C:6]=2[CH:15]=1. The yield is 0.720.